Dataset: Full USPTO retrosynthesis dataset with 1.9M reactions from patents (1976-2016). Task: Predict the reactants needed to synthesize the given product. Given the product [F:1][C:2]([F:25])([F:26])[C:3]1[CH:4]=[C:5]([NH:13][C:14](=[O:24])[C:15]2[CH:16]=[CH:17][C:31]([OH:32])=[C:19]([C:21]([NH2:22])=[O:27])[CH:20]=2)[CH:6]=[C:7]([C:9]([F:12])([F:11])[F:10])[CH:8]=1, predict the reactants needed to synthesize it. The reactants are: [F:1][C:2]([F:26])([F:25])[C:3]1[CH:4]=[C:5]([NH:13][C:14](=[O:24])[C:15]2[CH:20]=[C:19]([C:21]#[N:22])C=[CH:17][C:16]=2O)[CH:6]=[C:7]([C:9]([F:12])([F:11])[F:10])[CH:8]=1.[OH-:27].[Na+].OO.[CH3:31][OH:32].C(Cl)(Cl)Cl.